This data is from Reaction yield outcomes from USPTO patents with 853,638 reactions. The task is: Predict the reaction yield, written as a fraction of the theoretical maximum amount of product (1.0 means a 100% yield; for example, 0.34 means a 34% yield). (1) The reactants are [NH:1]1[C:9]2[C:4](=[CH:5][C:6]([CH:10]=[O:11])=[CH:7][CH:8]=2)[CH:3]=[CH:2]1.N12CCN(CC1)C[CH2:13]2.CCOC(C)=O.O. The catalyst is C(=O)(OC)OC. The product is [CH3:13][N:1]1[C:9]2[C:4](=[CH:5][C:6]([CH:10]=[O:11])=[CH:7][CH:8]=2)[CH:3]=[CH:2]1. The yield is 0.460. (2) The reactants are [NH:1]1[C:5]2=[N:6][CH:7]=[CH:8][CH:9]=[C:4]2[C:3]([C:10]([O:12][CH3:13])=[O:11])=[N:2]1.[Br:14][C:15]1[CH:16]=[C:17](B2OC(C)(C)C(C)(C)O2)[CH:18]=[C:19]([Cl:21])[CH:20]=1. No catalyst specified. The product is [Br:14][C:15]1[CH:16]=[C:17]([N:1]2[C:5]3=[N:6][CH:7]=[CH:8][CH:9]=[C:4]3[C:3]([C:10]([O:12][CH3:13])=[O:11])=[N:2]2)[CH:18]=[C:19]([Cl:21])[CH:20]=1. The yield is 0.190.